This data is from Full USPTO retrosynthesis dataset with 1.9M reactions from patents (1976-2016). The task is: Predict the reactants needed to synthesize the given product. (1) Given the product [F:34][C:35]1[CH:42]=[CH:41][C:38]([CH2:39][NH:40][S:20]([C:16]2[CH:17]=[CH:18][CH:19]=[C:14]([C:10]3[N:9]=[C:8]([C:6]4[CH:5]=[C:4]([C:24]5[CH:29]=[CH:28][C:27]([C:30]([F:33])([F:31])[F:32])=[CH:26][CH:25]=5)[CH:3]=[C:2]([CH3:1])[N:7]=4)[CH:13]=[CH:12][CH:11]=3)[CH:15]=2)(=[O:22])=[O:21])=[CH:37][CH:36]=1, predict the reactants needed to synthesize it. The reactants are: [CH3:1][C:2]1[N:7]=[C:6]([C:8]2[CH:13]=[CH:12][CH:11]=[C:10]([C:14]3[CH:15]=[C:16]([S:20](Cl)(=[O:22])=[O:21])[CH:17]=[CH:18][CH:19]=3)[N:9]=2)[CH:5]=[C:4]([C:24]2[CH:29]=[CH:28][C:27]([C:30]([F:33])([F:32])[F:31])=[CH:26][CH:25]=2)[CH:3]=1.[F:34][C:35]1[CH:42]=[CH:41][C:38]([CH2:39][NH2:40])=[CH:37][CH:36]=1. (2) Given the product [F:1][C:2]1[CH:3]=[CH:4][C:5]([CH2:6][N:7]2[CH2:11][CH2:10][N:9]([C:12]3[CH:16]=[C:15]([C:17]([NH:35][CH2:36][C:37]4[CH:38]=[C:39]([CH3:40])[O:32][N:33]=4)=[O:19])[NH:14][N:13]=3)[C:8]2=[O:29])=[CH:30][CH:31]=1, predict the reactants needed to synthesize it. The reactants are: [F:1][C:2]1[CH:31]=[CH:30][C:5]([CH2:6][N:7]2[CH2:11][CH2:10][N:9]([C:12]3[CH:16]=[C:15]([C:17]([OH:19])=O)[N:14](CC4C=CC(OC)=CC=4)[N:13]=3)[C:8]2=[O:29])=[CH:4][CH:3]=1.[OH:32][N:33]1[C:37]2[CH:38]=[CH:39][CH:40]=C[C:36]=2[N:35]=N1.F[B-](F)(F)F.N1(OC(N(C)C)=[N+](C)C)C2C=CC=CC=2N=N1.C(N(CC)C(C)C)(C)C.Cl.CC1ON=C(CN)C=1. (3) The reactants are: [H-].[Na+].[OH:3][CH2:4][C:5]([O:7][CH3:8])=[O:6].Br[C:10]1[CH:17]=[CH:16][C:13]([C:14]#[N:15])=[CH:12][N:11]=1.CCOC(C)=O. Given the product [CH3:8][O:7][C:5]([CH2:4][O:3][C:10]1[N:11]=[CH:12][C:13]([C:14]#[N:15])=[CH:16][CH:17]=1)=[O:6], predict the reactants needed to synthesize it. (4) Given the product [Br:1][C:2]1[CH:9]=[CH:8][C:5]([C:6]2[CH:35]=[C:34]([C:25]3[CH:26]=[CH:27][C:28]4[C:33](=[CH:32][CH:31]=[CH:30][CH:29]=4)[CH:24]=3)[N:47]=[C:10]([C:13]3[CH:18]=[CH:17][CH:16]=[CH:15][N:14]=3)[CH:11]=2)=[CH:4][CH:3]=1, predict the reactants needed to synthesize it. The reactants are: [Br:1][C:2]1[CH:9]=[CH:8][C:5]([CH:6]=O)=[CH:4][CH:3]=1.[C:10]([C:13]1[CH:18]=[CH:17][CH:16]=[CH:15][N:14]=1)(=O)[CH3:11].[OH-].[Na+].CO.[I-].[CH:24]1[C:33]2[C:28](=[CH:29][CH:30]=[CH:31][CH:32]=2)[CH:27]=[CH:26][C:25]=1[C:34](=O)[CH2:35][N+]1C=CC=CC=1.C([O-])(=O)C.[NH4+:47]. (5) Given the product [Br:3][C:4]1[N:5]=[C:6]([C:11]2[CH:16]=[CH:15][CH:14]=[CH:13][C:12]=2[Cl:17])[C:7]([N:10]2[CH2:22][CH2:21][CH2:20][CH2:19]2)=[N:8][CH:9]=1, predict the reactants needed to synthesize it. The reactants are: [H-].[Na+].[Br:3][C:4]1[N:5]=[C:6]([C:11]2[CH:16]=[CH:15][CH:14]=[CH:13][C:12]=2[Cl:17])[C:7]([NH2:10])=[N:8][CH:9]=1.Br[CH2:19][CH2:20][CH2:21][CH2:22]Cl.C(O)(=O)CC(CC(O)=O)(C(O)=O)O. (6) Given the product [C:35]([O:34][C:32](=[O:33])[NH:31][C:29]([C:27]1[S:26][C:25]([S:39][CH3:40])=[C:24]([S:21]([C:17]2[CH:16]=[C:15]([C:11]3[C:12]([CH3:14])=[CH:13][C:8]([NH2:7])=[CH:9][C:10]=3[NH2:41])[CH:20]=[CH:19][CH:18]=2)(=[O:22])=[O:23])[CH:28]=1)=[NH:30])([CH3:37])([CH3:38])[CH3:36], predict the reactants needed to synthesize it. The reactants are: C[Si](C)(C)CCOC(=O)[NH:7][C:8]1[CH:13]=[C:12]([CH3:14])[C:11]([C:15]2[CH:20]=[CH:19][CH:18]=[C:17]([S:21]([C:24]3[CH:28]=[C:27]([C:29]([NH:31][C:32]([O:34][C:35]([CH3:38])([CH3:37])[CH3:36])=[O:33])=[NH:30])[S:26][C:25]=3[S:39][CH3:40])(=[O:23])=[O:22])[CH:16]=2)=[C:10]([NH2:41])[CH:9]=1.CCCC[N+](CCCC)(CCCC)CCCC.[F-]. (7) Given the product [O:1]1[CH:5]=[CH:4][N:3]=[C:2]1[C:6]1[CH:7]=[C:8]([C:9](=[O:10])[CH2:18][C:17]([OH:27])=[O:16])[CH:12]=[CH:13][CH:14]=1.[CH3:15][O:16][C:17](=[O:27])[C:18]1[CH:26]=[CH:25][CH:24]=[C:20]([C:21]([NH:54][CH2:53][CH:52]([O:55][CH3:56])[O:51][CH3:50])=[O:23])[CH:19]=1, predict the reactants needed to synthesize it. The reactants are: [O:1]1[CH:5]=[CH:4][N:3]=[C:2]1[C:6]1[CH:7]=[C:8]([CH:12]=[CH:13][CH:14]=1)[C:9](Cl)=[O:10].[CH3:15][O:16][C:17](=[O:27])[C:18]1[CH:26]=[CH:25][CH:24]=[C:20]([C:21]([OH:23])=O)[CH:19]=1.ON1C2C=CC=CC=2N=N1.Cl.CN(C)CCCN=C=NCC.[CH3:50][O:51][CH:52]([O:55][CH3:56])[CH2:53][NH2:54]. (8) The reactants are: CS[C:3]1[N:8]=[C:7]([NH:9][CH2:10][C:11]2[CH:16]=[CH:15][C:14]([O:17][CH3:18])=[C:13]([Cl:19])[CH:12]=2)[C:6]([CH:20]=[O:21])=[CH:5][N:4]=1.ClC1C=CC=C(C(OO)=O)C=1.[NH:33]1[CH2:39][CH2:38][CH2:37][C@H:34]1[CH2:35][OH:36].C(N(CC)CC)C. Given the product [OH:36][CH2:35][C@@H:34]1[CH2:37][CH2:38][CH2:39][N:33]1[C:3]1[N:8]=[C:7]([NH:9][CH2:10][C:11]2[CH:16]=[CH:15][C:14]([O:17][CH3:18])=[C:13]([Cl:19])[CH:12]=2)[C:6]([CH:20]=[O:21])=[CH:5][N:4]=1, predict the reactants needed to synthesize it. (9) Given the product [CH3:11][O:10][C:8]([C:5]1[CH:4]=[N:3][C:2]([O:32][C:30]2[C:24]3[CH2:25][C:26]([CH3:28])([CH3:29])[O:27][C:23]=3[CH:22]=[C:21]([C:19](=[O:20])[NH:18][C:15]3[CH:16]=[CH:17][N:13]([CH3:12])[N:14]=3)[CH:31]=2)=[CH:7][N:6]=1)=[O:9], predict the reactants needed to synthesize it. The reactants are: Cl[C:2]1[N:3]=[CH:4][C:5]([C:8]([O:10][CH3:11])=[O:9])=[N:6][CH:7]=1.[CH3:12][N:13]1[CH:17]=[CH:16][C:15]([NH:18][C:19]([C:21]2[CH:31]=[C:30]([OH:32])[C:24]3[CH2:25][C:26]([CH3:29])([CH3:28])[O:27][C:23]=3[CH:22]=2)=[O:20])=[N:14]1.C([O-])([O-])=O.[Cs+].[Cs+].